This data is from CYP2C19 inhibition data for predicting drug metabolism from PubChem BioAssay. The task is: Regression/Classification. Given a drug SMILES string, predict its absorption, distribution, metabolism, or excretion properties. Task type varies by dataset: regression for continuous measurements (e.g., permeability, clearance, half-life) or binary classification for categorical outcomes (e.g., BBB penetration, CYP inhibition). Dataset: cyp2c19_veith. (1) The drug is CC(C)(C)C(=O)OCc1cn(-c2ccc(Cl)cc2)nn1. The result is 1 (inhibitor). (2) The compound is COc1ccc(CCN2CC(O)=C(c3nc(C)cs3)C2=N)cc1OC. The result is 1 (inhibitor). (3) The molecule is CC(N)=O. The result is 0 (non-inhibitor). (4) The molecule is O=C(c1ccncc1)N1CCC2(CCCN(c3cccc(-c4ccccc4)c3)C2)CC1. The result is 1 (inhibitor).